From a dataset of Full USPTO retrosynthesis dataset with 1.9M reactions from patents (1976-2016). Predict the reactants needed to synthesize the given product. (1) Given the product [CH2:4]([C:3]1([CH2:7][CH:8]=[CH2:9])[CH2:10][O:11][C:20]([CH3:22])([CH3:19])[O:1][CH2:2]1)[CH:5]=[CH2:6], predict the reactants needed to synthesize it. The reactants are: [OH:1][CH2:2][C:3]([CH2:10][OH:11])([CH2:7][CH:8]=[CH2:9])[CH2:4][CH:5]=[CH2:6].C(OC)(OC)OC.[CH3:19][C:20]([CH3:22])=O. (2) Given the product [OH:4][C:5]1[CH:10]=[CH:9][C:8]([C:11]2[S:12][C:13]([C:17]([O:19][CH2:20][CH3:21])=[O:18])=[C:14]([CH3:16])[N:15]=2)=[CH:7][C:6]=1[N:22]1[CH:26]=[N:25][N:24]=[N:23]1, predict the reactants needed to synthesize it. The reactants are: COC[O:4][C:5]1[CH:10]=[CH:9][C:8]([C:11]2[S:12][C:13]([C:17]([O:19][CH2:20][CH3:21])=[O:18])=[C:14]([CH3:16])[N:15]=2)=[CH:7][C:6]=1[N:22]1[CH:26]=[N:25][N:24]=[N:23]1.Cl. (3) Given the product [F:1][C:2]1[CH:22]=[CH:21][CH:20]=[CH:19][C:3]=1[C:4]1[C:13]2[CH:14]=[CH:15][CH:16]=[CH:17][C:12]=2[C:11]2[NH:10][N:9]=[C:8]([CH3:18])[C:7]=2[N:6]=1, predict the reactants needed to synthesize it. The reactants are: [F:1][C:2]1[CH:22]=[CH:21][CH:20]=[CH:19][C:3]=1[C:4]([NH:6][C:7]1[C:8]([CH3:18])=[N:9][NH:10][C:11]=1[C:12]1[CH:17]=[CH:16][CH:15]=[CH:14][CH:13]=1)=O.P(Cl)(Cl)(Cl)=O. (4) Given the product [N:23]1[CH:24]=[C:25]([CH:26]=[O:27])[N:21]2[CH2:18][CH2:20][CH2:19][CH2:28][C:22]=12, predict the reactants needed to synthesize it. The reactants are: Cl.N1CCCCC1=N.BrC(=COC(C)C)C=O.[CH:18]1([N:21]2[C:25]([CH:26]=[O:27])=[CH:24][N:23]=[C:22]2[CH3:28])[CH2:20][CH2:19]1. (5) Given the product [O:32]1[CH:30]=[N:28][C:26]([C:23]2[CH:22]=[CH:21][C:20]([CH2:19][N:11]([C@@H:12]3[CH2:16][CH2:15][CH2:14][C@H:13]3[CH2:17][OH:18])[S:8]([C:5]3[CH:4]=[CH:3][C:2]([Cl:1])=[CH:7][CH:6]=3)(=[O:10])=[O:9])=[CH:25][CH:24]=2)=[N:27]1, predict the reactants needed to synthesize it. The reactants are: [Cl:1][C:2]1[CH:7]=[CH:6][C:5]([S:8]([N:11]([CH2:19][C:20]2[CH:25]=[CH:24][C:23]([C:26]#[N:27])=[CH:22][CH:21]=2)[C@@H:12]2[CH2:16][CH2:15][CH2:14][C@H:13]2[CH2:17][OH:18])(=[O:10])=[O:9])=[CH:4][CH:3]=1.[NH2:28]O.[CH2:30]([OH:32])C. (6) Given the product [CH3:21][C@@:20]12[C@@H:12]([OH:14])[CH2:11][CH2:10][C@H:9]1[C@H:8]1[C@@H:17]([C:16]3[CH:15]=[CH:2][C:3]([OH:38])=[CH:4][C:5]=3[CH2:6][CH2:7]1)[CH2:18][CH2:19]2, predict the reactants needed to synthesize it. The reactants are: [2H][C:2]([2H])(/[CH:15]=[CH:16]\[CH2:17]/[CH:18]=[CH:19]\[CH2:20][CH3:21])[CH2:3]/[CH:4]=[CH:5]\[CH2:6][CH2:7][CH2:8][CH2:9][CH2:10][CH2:11][C:12]([OH:14])=O.[2H]C([2H])(/C=C\CC)/C=C\CC/C=C\CCCCCCC(O)=[O:38].[2H]C([2H])(/C=C\C([2H])([2H])/C=C\CC)C/C=C\CCCCCCC(O)=O.[2H]C([2H])(/C=C\CCCCC)/C=C\CCCCCCCC(O)=O.C(O)C(O)C.O=C[C@@H]([C@H]([C@@H]([C@@H](CO)O)O)O)O.C(OCCOCCO)C. (7) Given the product [Br:20][C:8]1[CH:9]=[C:10]([CH:11]([C:14]2[CH:15]=[CH:16][CH:17]=[CH:18][CH:19]=2)[CH:12]=[CH2:13])[C:5]([NH:28][CH2:24][CH:25]([CH3:27])[CH3:26])=[C:6]([N+:21]([O-:23])=[O:22])[CH:7]=1, predict the reactants needed to synthesize it. The reactants are: C(O[C:5]1[C:10]([CH:11]([C:14]2[CH:19]=[CH:18][CH:17]=[CH:16][CH:15]=2)[CH:12]=[CH2:13])=[CH:9][C:8]([Br:20])=[CH:7][C:6]=1[N+:21]([O-:23])=[O:22])C=C.[CH2:24]([NH2:28])[CH:25]([CH3:27])[CH3:26].